Dataset: Full USPTO retrosynthesis dataset with 1.9M reactions from patents (1976-2016). Task: Predict the reactants needed to synthesize the given product. (1) Given the product [CH3:30][CH:26]1[CH2:25][O:24][C:23]2[CH:22]=[CH:21][C:20]([CH2:6][CH2:5][CH:4]=[O:3])=[N:29][C:28]=2[NH:27]1, predict the reactants needed to synthesize it. The reactants are: C([O:3][CH:4](OCC)[CH:5]=[CH2:6])C.C12BC(CCC1)CCC2.Br[C:20]1[CH:21]=[CH:22][C:23]2[O:24][CH2:25][CH:26]([CH3:30])[NH:27][C:28]=2[N:29]=1.C1(P(C2CCCCC2)C2CCCCC2)CCCCC1.C(=O)([O-])[O-].[K+].[K+].O. (2) Given the product [F:17][C:15]1[CH:14]=[C:13]([NH:18][C:19]2[CH:24]=[CH:23][C:22]([I:25])=[CH:21][C:20]=2[F:26])[C:12]([N:27]2[CH:35]([OH:41])[CH2:34][C:31]3([CH2:33][CH2:32]3)[S:28]2(=[O:30])=[O:29])=[C:11]([CH:16]=1)[O:10][C:9]1[CH:8]=[C:7]([NH:6][S:3]([CH2:1][CH3:2])(=[O:4])=[O:5])[CH:39]=[CH:38][CH:37]=1, predict the reactants needed to synthesize it. The reactants are: [CH2:1]([S:3]([NH:6][C:7]1[CH:8]=[C:9]([CH:37]=[CH:38][CH:39]=1)[O:10][C:11]1[CH:16]=[C:15]([F:17])[CH:14]=[C:13]([NH:18][C:19]2[CH:24]=[CH:23][C:22]([I:25])=[CH:21][C:20]=2[F:26])[C:12]=1[NH:27][S:28]([C:31]1([CH2:34][CH:35]=C)[CH2:33][CH2:32]1)(=[O:30])=[O:29])(=[O:5])=[O:4])[CH3:2].I([O-])(=O)(=O)=[O:41].[Na+].CC1C=CC=C(C)N=1.ClCCl. (3) Given the product [CH2:22]([N:29]1[C:7]([C:1]2[CH:6]=[CH:5][CH:4]=[CH:3][CH:2]=2)=[C:8]([Sn:9]([CH2:14][CH2:15][CH2:16][CH3:17])([CH2:10][CH2:11][CH2:12][CH3:13])[CH2:18][CH2:19][CH2:20][CH3:21])[N:31]=[N:30]1)[C:23]1[CH:28]=[CH:27][CH:26]=[CH:25][CH:24]=1, predict the reactants needed to synthesize it. The reactants are: [C:1]1([C:7]#[C:8][Sn:9]([CH2:18][CH2:19][CH2:20][CH3:21])([CH2:14][CH2:15][CH2:16][CH3:17])[CH2:10][CH2:11][CH2:12][CH3:13])[CH:6]=[CH:5][CH:4]=[CH:3][CH:2]=1.[CH2:22]([N:29]=[N+:30]=[N-:31])[C:23]1[CH:28]=[CH:27][CH:26]=[CH:25][CH:24]=1. (4) Given the product [C:20]([C:24]1[CH:25]=[C:26]([S:32]([N:17]2[CH2:16][CH2:15][N:14]3[CH2:19][C@H:11]([O:10][C:7]4[CH:6]=[N:5][C:4]([CH:1]5[CH2:3][CH2:2]5)=[CH:9][N:8]=4)[CH2:12][C@H:13]3[CH2:18]2)(=[O:34])=[O:33])[CH:27]=[CH:28][C:29]=1[O:30][CH3:31])([CH3:23])([CH3:21])[CH3:22], predict the reactants needed to synthesize it. The reactants are: [CH:1]1([C:4]2[N:5]=[CH:6][C:7]([O:10][C@H:11]3[CH2:19][N:14]4[CH2:15][CH2:16][NH:17][CH2:18][C@@H:13]4[CH2:12]3)=[N:8][CH:9]=2)[CH2:3][CH2:2]1.[C:20]([C:24]1[CH:25]=[C:26]([S:32](Cl)(=[O:34])=[O:33])[CH:27]=[CH:28][C:29]=1[O:30][CH3:31])([CH3:23])([CH3:22])[CH3:21].C(N(C(C)C)CC)(C)C.O. (5) Given the product [F:36][C:30]1[C:31]([F:35])=[CH:32][CH:33]=[CH:34][C:29]=1[CH2:28][N:13]1[C:14]2[C:15](=[N:16][CH:17]=[CH:18][C:19]=2[CH3:20])[C:11]([C:9]([NH:8][C@H:3]2[CH2:4][CH2:5][CH2:6][CH2:7][C@@H:2]2[OH:1])=[O:10])=[CH:12]1, predict the reactants needed to synthesize it. The reactants are: [OH:1][C@H:2]1[CH2:7][CH2:6][CH2:5][CH2:4][C@@H:3]1[NH:8][C:9]([C:11]1[C:15]2=[N:16][CH:17]=[CH:18][C:19]([CH3:20])=[C:14]2[NH:13][CH:12]=1)=[O:10].C([O-])([O-])=O.[Cs+].[Cs+].Br[CH2:28][C:29]1[CH:34]=[CH:33][CH:32]=[C:31]([F:35])[C:30]=1[F:36]. (6) Given the product [CH:20]1[C:32]2[CH2:31][C:30]3[C:25](=[CH:26][CH:27]=[CH:28][CH:29]=3)[C:24]=2[CH:23]=[CH:22][C:21]=1[O:33][CH2:15][CH2:14][O:13][C:10]1[CH:9]=[CH:8][C:7]([CH2:6][C@H:5]([O:17][CH3:18])[C:4]([OH:3])=[O:19])=[CH:12][CH:11]=1, predict the reactants needed to synthesize it. The reactants are: C([O:3][C:4](=[O:19])[C@@H:5]([O:17][CH3:18])[CH2:6][C:7]1[CH:12]=[CH:11][C:10]([O:13][CH2:14][CH2:15]Br)=[CH:9][CH:8]=1)C.[CH:20]1[C:32]2[CH2:31][C:30]3[C:25](=[CH:26][CH:27]=[CH:28][CH:29]=3)[C:24]=2[CH:23]=[CH:22][C:21]=1[OH:33].CO[C@@H](CC1C=CC=CC=1OCCCOC1C=CC=CC=1)C(O)=O. (7) Given the product [C:1]([NH:4][C:5]1[N:10]=[CH:9][C:8]([C:11]#[C:12][C:13]2[CH:14]=[C:15]([CH:19]=[CH:20][C:21]=2[CH3:22])[C:16]([NH:35][C:34]2[CH:36]=[CH:37][C:31]([CH2:30][N:27]3[CH2:26][CH2:25][N:24]([CH3:23])[CH2:29][CH2:28]3)=[C:32]([Si:38]([CH3:39])([CH3:41])[CH3:40])[CH:33]=2)=[O:18])=[CH:7][CH:6]=1)(=[O:3])[CH3:2], predict the reactants needed to synthesize it. The reactants are: [C:1]([NH:4][C:5]1[N:10]=[CH:9][C:8]([C:11]#[C:12][C:13]2[CH:14]=[C:15]([CH:19]=[CH:20][C:21]=2[CH3:22])[C:16]([OH:18])=O)=[CH:7][CH:6]=1)(=[O:3])[CH3:2].[CH3:23][N:24]1[CH2:29][CH2:28][N:27]([CH2:30][C:31]2[CH:37]=[CH:36][C:34]([NH2:35])=[CH:33][C:32]=2[Si:38]([CH3:41])([CH3:40])[CH3:39])[CH2:26][CH2:25]1. (8) Given the product [CH3:1][O:3][C:4]1([C:5]2[CH:6]=[CH:7][C:8]([C:11]#[C:12][C:36]3[CH:37]=[CH:38][C:33]([CH2:32][C:31]([O:30][CH3:29])=[O:40])=[CH:34][CH:35]=3)=[CH:9][CH:10]=2)[CH2:42][CH2:41]1, predict the reactants needed to synthesize it. The reactants are: [CH2:1]([O:3][C:4](=O)[C:5]1[CH:10]=[CH:9][C:8]([C:11]#[C:12]C2C=C3C(=CC=2)N(C2CC2)CCC3(C)C)=[CH:7][CH:6]=1)C.[CH3:29][O:30][C:31](=[O:40])[CH2:32][C:33]1[CH:38]=[CH:37][C:36](I)=[CH:35][CH:34]=1.[CH2:41](N(CC)CC)[CH3:42]. (9) Given the product [N+:17]([C:14]1[CH:15]=[CH:16][C:11]([O:9][C:4]2[CH:5]=[C:6]([F:8])[CH:7]=[C:2]([Cl:1])[CH:3]=2)=[CH:12][CH:13]=1)([O-:19])=[O:18], predict the reactants needed to synthesize it. The reactants are: [Cl:1][C:2]1[CH:3]=[C:4]([OH:9])[CH:5]=[C:6]([F:8])[CH:7]=1.F[C:11]1[CH:16]=[CH:15][C:14]([N+:17]([O-:19])=[O:18])=[CH:13][CH:12]=1.C(=O)([O-])[O-].[K+].[K+]. (10) Given the product [Cl:1][C:2]1[CH:3]=[C:4]([N:8]([CH2:9][C:10]2[C:19]3[C:14](=[C:15]([F:20])[CH:16]=[CH:17][CH:18]=3)[NH:13][C:12](=[O:21])[CH:11]=2)[C:29](=[O:30])[C:28]2[C:23]([CH3:22])=[CH:24][CH:25]=[N:26][CH:27]=2)[CH:5]=[CH:6][CH:7]=1, predict the reactants needed to synthesize it. The reactants are: [Cl:1][C:2]1[CH:3]=[C:4]([NH:8][CH2:9][C:10]2[C:19]3[C:14](=[C:15]([F:20])[CH:16]=[CH:17][CH:18]=3)[NH:13][C:12](=[O:21])[CH:11]=2)[CH:5]=[CH:6][CH:7]=1.[CH3:22][C:23]1[C:28]([C:29](O)=[O:30])=[CH:27][N:26]=[CH:25][CH:24]=1.